From a dataset of Merck oncology drug combination screen with 23,052 pairs across 39 cell lines. Regression. Given two drug SMILES strings and cell line genomic features, predict the synergy score measuring deviation from expected non-interaction effect. (1) Drug 1: Cc1nc(Nc2ncc(C(=O)Nc3c(C)cccc3Cl)s2)cc(N2CCN(CCO)CC2)n1. Drug 2: COC1CC2CCC(C)C(O)(O2)C(=O)C(=O)N2CCCCC2C(=O)OC(C(C)CC2CCC(OP(C)(C)=O)C(OC)C2)CC(=O)C(C)C=C(C)C(O)C(OC)C(=O)C(C)CC(C)C=CC=CC=C1C. Cell line: T47D. Synergy scores: synergy=54.0. (2) Drug 1: CN(Cc1cnc2nc(N)nc(N)c2n1)c1ccc(C(=O)NC(CCC(=O)O)C(=O)O)cc1. Drug 2: Cc1nc(Nc2ncc(C(=O)Nc3c(C)cccc3Cl)s2)cc(N2CCN(CCO)CC2)n1. Cell line: SW837. Synergy scores: synergy=1.40.